From a dataset of Catalyst prediction with 721,799 reactions and 888 catalyst types from USPTO. Predict which catalyst facilitates the given reaction. (1) Reactant: [CH3:1][CH2:2][C:3]([C:8]([O:10][CH2:11][CH:12]([NH2:15])[CH2:13][CH3:14])=[O:9])([CH3:7])[C:4]([O-:6])=[O:5].O1CCCC1.CO.[OH-].[Li+]. Product: [CH3:1][CH2:2][C:3]([C:8]([O:10][CH2:11][CH:12]([NH2:15])[CH2:13][CH3:14])=[O:9])([CH3:7])[C:4]([OH:6])=[O:5]. The catalyst class is: 6. (2) Reactant: [Cl:1][C:2]1[CH:7]=[CH:6][N:5]=[C:4]([C:8]([O:10]C)=O)[CH:3]=1.[CH3:12][NH2:13]. Product: [Cl:1][C:2]1[CH:7]=[CH:6][N:5]=[C:4]([C:8]([NH:13][CH3:12])=[O:10])[CH:3]=1. The catalyst class is: 5. (3) Reactant: [O:1]=[C:2]1[CH2:7][CH:6]([C:8]([OH:10])=[O:9])[CH2:5][CH2:4][NH:3]1.[C:11](=O)([O-])[O-].[K+].[K+].IC. Product: [O:1]=[C:2]1[CH2:7][CH:6]([C:8]([O:10][CH3:11])=[O:9])[CH2:5][CH2:4][NH:3]1. The catalyst class is: 10. (4) Reactant: C[O:2][C:3](=[O:21])[C:4]1[CH:9]=[CH:8][CH:7]=[C:6]([O:10][C:11]2[CH:16]=[CH:15][C:14]([C:17]([F:20])([F:19])[F:18])=[CH:13][N:12]=2)[CH:5]=1.[OH-].[Na+]. Product: [F:19][C:17]([F:18])([F:20])[C:14]1[CH:15]=[CH:16][C:11]([O:10][C:6]2[CH:5]=[C:4]([CH:9]=[CH:8][CH:7]=2)[C:3]([OH:21])=[O:2])=[N:12][CH:13]=1. The catalyst class is: 200.